From a dataset of Forward reaction prediction with 1.9M reactions from USPTO patents (1976-2016). Predict the product of the given reaction. (1) Given the reactants [NH3:1].ClC(Cl)C.[CH2:6]([O:8][C:9](=[O:18])[C:10](=[N+:16]=[N-:17])[C:11]([CH:13]1[CH2:15][CH2:14]1)=O)[CH3:7], predict the reaction product. The product is: [CH2:6]([O:8][C:9]([C:10]1[C:11]([CH:13]2[CH2:15][CH2:14]2)=[N:1][NH:17][N:16]=1)=[O:18])[CH3:7]. (2) Given the reactants [Cl:1][C:2]1[C:7]([NH:8][S:9]([C:12]2[CH:17]=[CH:16][CH:15]=[CH:14][CH:13]=2)(=[O:11])=[O:10])=[CH:6][C:5](B2OC(C)(C)C(C)(C)O2)=[CH:4][N:3]=1.Cl[C:28]1[CH:29]=[CH:30][C:31]2[N:32]=[CH:33][N:34]=[C:35]([O:38][CH:39]3[CH2:44][CH2:43][O:42][CH2:41][CH2:40]3)[C:36]=2[N:37]=1.C(=O)(O)[O-].[Na+], predict the reaction product. The product is: [Cl:1][C:2]1[C:7]([NH:8][S:9]([C:12]2[CH:13]=[CH:14][CH:15]=[CH:16][CH:17]=2)(=[O:10])=[O:11])=[CH:6][C:5]([C:28]2[CH:29]=[CH:30][C:31]3[N:32]=[CH:33][N:34]=[C:35]([O:38][CH:39]4[CH2:44][CH2:43][O:42][CH2:41][CH2:40]4)[C:36]=3[N:37]=2)=[CH:4][N:3]=1.